From a dataset of Full USPTO retrosynthesis dataset with 1.9M reactions from patents (1976-2016). Predict the reactants needed to synthesize the given product. (1) Given the product [F:30][C:31]([F:50])([F:49])[S:32]([O:26][C:8]1[CH:7]=[C:6]2[C:11]([O:12][C:13]3[CH:14]=[CH:15][C:16]([C:19]4[C:20]([F:25])=[N:21][CH:22]=[CH:23][CH:24]=4)=[CH:17][C:18]=3[C:5]32[C:4](=[O:28])[N:3]([CH3:29])[C:2]([NH2:1])=[N:27]3)=[CH:10][CH:9]=1)(=[O:34])=[O:33], predict the reactants needed to synthesize it. The reactants are: [NH2:1][C:2]1[N:3]([CH3:29])[C:4](=[O:28])[C:5]2([N:27]=1)[C:18]1[CH:17]=[C:16]([C:19]3[C:20]([F:25])=[N:21][CH:22]=[CH:23][CH:24]=3)[CH:15]=[CH:14][C:13]=1[O:12][C:11]1[C:6]2=[CH:7][C:8]([OH:26])=[CH:9][CH:10]=1.[F:30][C:31]([F:50])([F:49])[S:32](N(C1C=CC=CC=1)[S:32]([C:31]([F:50])([F:49])[F:30])(=[O:34])=[O:33])(=[O:34])=[O:33]. (2) Given the product [CH3:1][C:2]1[N:3]=[C:4]([C:8]#[C:9][CH:10]=[C:11]2[CH2:12][CH2:13][N:14]([C:18]3[N:19]=[C:20]4[CH:25]=[CH:24][CH:23]=[CH:22][N:21]4[C:26]=3[N+:27]([O-:29])=[O:28])[CH2:15][CH2:16]2)[CH:5]=[CH:6][CH:7]=1, predict the reactants needed to synthesize it. The reactants are: [CH3:1][C:2]1[CH:7]=[CH:6][CH:5]=[C:4]([C:8]#[C:9][CH:10]=[C:11]2[CH2:16][CH2:15][NH:14][CH2:13][CH2:12]2)[N:3]=1.Cl[C:18]1[N:19]=[C:20]2[CH:25]=[CH:24][CH:23]=[CH:22][N:21]2[C:26]=1[N+:27]([O-:29])=[O:28].C(N(CC)CC)C. (3) Given the product [O:20]([CH2:27][CH2:28][CH2:29][O:17][C:16]([C@@H:11]1[CH2:12][S:13][CH2:14][CH2:15][N:10]1[S:7]([C:4]1[CH:3]=[CH:2][C:1]([CH3:19])=[CH:6][CH:5]=1)(=[O:9])=[O:8])=[O:18])[C:21]1[CH:26]=[CH:25][CH:24]=[CH:23][CH:22]=1, predict the reactants needed to synthesize it. The reactants are: [C:1]1([CH3:19])[CH:6]=[CH:5][C:4]([S:7]([N:10]2[CH2:15][CH2:14][S:13][CH2:12][C@H:11]2[C:16]([OH:18])=[O:17])(=[O:9])=[O:8])=[CH:3][CH:2]=1.[O:20]([CH2:27][CH2:28][CH2:29]O)[C:21]1[CH:26]=[CH:25][CH:24]=[CH:23][CH:22]=1.C1CCC(N=C=NC2CCCCC2)CC1. (4) Given the product [NH2:19][CH:20]([C:21]1[CH:22]=[CH:23][C:24]([Cl:27])=[CH:25][CH:26]=1)[C:28]1[N:17]([CH2:16][CH2:15][N:14]([CH3:18])[CH3:13])[C:6]2[CH:7]=[C:2]([C:39]3[CH:44]=[CH:43][N:42]=[C:41]4[NH:45][CH:46]=[CH:47][C:40]=34)[C:3]([F:12])=[CH:4][C:5]=2[N:9]=1, predict the reactants needed to synthesize it. The reactants are: Br[C:2]1[CH:7]=[C:6](F)[C:5]([N+:9]([O-])=O)=[CH:4][C:3]=1[F:12].[CH3:13][N:14]([CH3:18])[CH2:15][CH2:16][NH2:17].[NH:19](C(OC(C)(C)C)=O)[CH:20]([C:28](O)=O)[C:21]1[CH:26]=[CH:25][C:24]([Cl:27])=[CH:23][CH:22]=1.Cl[C:39]1[CH:44]=[CH:43][N:42]=[C:41]2[NH:45][CH:46]=[CH:47][C:40]=12.